This data is from hERG potassium channel inhibition data for cardiac toxicity prediction from Karim et al.. The task is: Regression/Classification. Given a drug SMILES string, predict its toxicity properties. Task type varies by dataset: regression for continuous values (e.g., LD50, hERG inhibition percentage) or binary classification for toxic/non-toxic outcomes (e.g., AMES mutagenicity, cardiotoxicity, hepatotoxicity). Dataset: herg_karim. (1) The result is 0 (non-blocker). The drug is NC(=O)c1cnc(N[C@H]2CCCNC2)c2sc(-c3ccccc3)cc12. (2) The molecule is CCOC(=O)C1=C(CN2CCOC[C@H]2CCC(=O)O)NC(c2nccs2)=N[C@H]1c1ccc(F)cc1Br. The result is 0 (non-blocker). (3) The compound is CC(O)(c1ccccc1)C1C=CC(C(c2cc[n+](O)cc2)c2ccc(OC(F)F)c(OC(F)F)c2)=CN1. The result is 1 (blocker). (4) The molecule is O=c1cc(OCc2ccc(C(F)(F)F)cc2)ccn1-c1ccc(OCCN2CCCC2)cc1. The result is 1 (blocker). (5) The drug is NC1(C(=O)NC(CCO)c2ccc(Cl)cc2)CCCN(c2ncnc3[nH]ccc23)C1. The result is 0 (non-blocker). (6) The molecule is Cc1ccoc1-c1nnc(SCCCN2C[C@@H]3C[C@]3(c3ccc(C(F)(F)F)cc3)C2)n1C. The result is 1 (blocker). (7) The drug is CC(CN1CCN(CCc2ccc([N+](=O)[O-])cc2)CC1)c1ccc([N+](=O)[O-])cc1. The result is 1 (blocker). (8) The result is 1 (blocker). The compound is Cc1nc(CNC2CCCC2)n(C(C)C)c1-c1ccc(Cl)cc1.